From a dataset of Full USPTO retrosynthesis dataset with 1.9M reactions from patents (1976-2016). Predict the reactants needed to synthesize the given product. The reactants are: [Cl:1][C:2]1[C:3]([CH3:17])=[C:4]([C:13](OC)=[O:14])[C:5]2[O:9][C:8]([CH2:10][CH3:11])=[CH:7][C:6]=2[CH:12]=1.[H-].[H-].[H-].[H-].[Li+].[Al+3]. Given the product [Cl:1][C:2]1[C:3]([CH3:17])=[C:4]([CH2:13][OH:14])[C:5]2[O:9][C:8]([CH2:10][CH3:11])=[CH:7][C:6]=2[CH:12]=1, predict the reactants needed to synthesize it.